Dataset: Forward reaction prediction with 1.9M reactions from USPTO patents (1976-2016). Task: Predict the product of the given reaction. (1) The product is: [CH3:6][C:5]([N:16]1[CH2:21][CH2:20][CH2:19][CH2:18][CH2:17]1)([CH3:7])[C:3]([C:8]1[CH:13]=[CH:12][C:11]([S:14][CH3:15])=[CH:10][CH:9]=1)=[O:4]. Given the reactants CO[C:3]1([C:8]2[CH:13]=[CH:12][C:11]([S:14][CH3:15])=[CH:10][CH:9]=2)[C:5]([CH3:7])([CH3:6])[O:4]1.[NH:16]1[CH2:21][CH2:20][CH2:19][CH2:18][CH2:17]1, predict the reaction product. (2) The product is: [CH:7]([CH:10]1[CH2:15][CH2:14][NH:1][C:13](=[O:16])[CH2:12][CH2:11]1)([CH3:9])[CH3:8]. Given the reactants [NH2:1]OS(O)(=O)=O.[CH:7]([CH:10]1[CH2:15][CH2:14][C:13](=[O:16])[CH2:12][CH2:11]1)([CH3:9])[CH3:8].[OH-].[Na+], predict the reaction product. (3) Given the reactants C(C1C=C(NC2N=C(NC3C=CC=C(C(O)=O)C=3)C(F)=CN=2)C=CC=1)(O)=O.[OH:28][C:29]1[CH:30]=[C:31]([NH:39][C:40]2[N:45]=[C:44]([NH:46][C:47]3[CH:52]=[CH:51][C:50]([C:53]([O:55]C)=[O:54])=[C:49]([OH:57])[CH:48]=3)[C:43]([F:58])=[CH:42][N:41]=2)[CH:32]=[CH:33][C:34]=1[C:35]([O:37]C)=[O:36].[OH-].[Na+], predict the reaction product. The product is: [OH:28][C:29]1[CH:30]=[C:31]([NH:39][C:40]2[N:45]=[C:44]([NH:46][C:47]3[CH:52]=[CH:51][C:50]([C:53]([OH:55])=[O:54])=[C:49]([OH:57])[CH:48]=3)[C:43]([F:58])=[CH:42][N:41]=2)[CH:32]=[CH:33][C:34]=1[C:35]([OH:37])=[O:36]. (4) Given the reactants [C:1]([NH:9][C@H:10]([C:12]([OH:14])=O)[CH3:11])(=[O:8])[C:2]1[CH:7]=[CH:6][CH:5]=[CH:4][CH:3]=1.C1N=CN(C(N2C=NC=C2)=O)C=1.[C:27]([O:30][CH2:31][CH3:32])(=[O:29])[CH3:28].[Li+].CC([N-]C(C)C)C, predict the reaction product. The product is: [C:1]([NH:9][CH:10]([CH3:11])[C:12](=[O:14])[CH2:28][C:27]([O:30][CH2:31][CH3:32])=[O:29])(=[O:8])[C:2]1[CH:3]=[CH:4][CH:5]=[CH:6][CH:7]=1. (5) Given the reactants N1C=CC=C(C2C=C3C4C(=NC=C(C5C=C(N6CCN([C:32](=[O:34])[CH3:33])CC6)C=CC=5)C=4)NC3=CN=2)C=1.[N:35]1([C:41]2[CH:46]=[CH:45][C:44]([C:47]3[CH:48]=[C:49]4[C:59]5[C:54](=[CH:55][N:56]=[C:57]([C:60]6[CH:61]=[N:62][CH:63]=[CH:64][CH:65]=6)[CH:58]=5)[NH:53][C:50]4=[N:51][CH:52]=3)=[CH:43][CH:42]=2)[CH2:40][CH2:39][NH:38][CH2:37][CH2:36]1, predict the reaction product. The product is: [N:62]1[CH:63]=[CH:64][CH:65]=[C:60]([C:57]2[CH:58]=[C:59]3[C:49]4[C:50](=[N:51][CH:52]=[C:47]([C:44]5[CH:45]=[CH:46][C:41]([N:35]6[CH2:36][CH2:37][N:38]([C:32](=[O:34])[CH3:33])[CH2:39][CH2:40]6)=[CH:42][CH:43]=5)[CH:48]=4)[NH:53][C:54]3=[CH:55][N:56]=2)[CH:61]=1. (6) Given the reactants [Br:1][C:2]1[C:10]2[C:5](=[CH:6][N:7]=[CH:8][CH:9]=2)[S:4][C:3]=1[CH3:11].ClC1C=CC=C(C(OO)=[O:20])C=1, predict the reaction product. The product is: [Br:1][C:2]1[C:10]2[C:5](=[CH:6][N+:7]([O-:20])=[CH:8][CH:9]=2)[S:4][C:3]=1[CH3:11]. (7) Given the reactants [OH-].[Li+].[F:3][C:4]([F:30])([F:29])[C:5]1[CH:10]=[CH:9][N:8]=[C:7]([NH:11][C:12]2[CH:13]=[C:14]([C:18]3[CH:23]=[CH:22][C:21]([C:24]([O:26]CC)=[O:25])=[CH:20][CH:19]=3)[CH:15]=[CH:16][CH:17]=2)[N:6]=1.Cl, predict the reaction product. The product is: [F:30][C:4]([F:3])([F:29])[C:5]1[CH:10]=[CH:9][N:8]=[C:7]([NH:11][C:12]2[CH:13]=[C:14]([C:18]3[CH:23]=[CH:22][C:21]([C:24]([OH:26])=[O:25])=[CH:20][CH:19]=3)[CH:15]=[CH:16][CH:17]=2)[N:6]=1.